From a dataset of Peptide-MHC class I binding affinity with 185,985 pairs from IEDB/IMGT. Regression. Given a peptide amino acid sequence and an MHC pseudo amino acid sequence, predict their binding affinity value. This is MHC class I binding data. (1) The peptide sequence is QPLSQVSF. The MHC is HLA-B35:01 with pseudo-sequence HLA-B35:01. The binding affinity (normalized) is 0.111. (2) The peptide sequence is RRYTRRISL. The MHC is HLA-A03:19 with pseudo-sequence HLA-A03:19. The binding affinity (normalized) is 0.404. (3) The peptide sequence is EPGQLKLNWF. The MHC is HLA-B35:01 with pseudo-sequence HLA-B35:01. The binding affinity (normalized) is 0.0160. (4) The peptide sequence is RSLYNTVATLY. The MHC is HLA-B07:02 with pseudo-sequence HLA-B07:02. The binding affinity (normalized) is 0.